This data is from Forward reaction prediction with 1.9M reactions from USPTO patents (1976-2016). The task is: Predict the product of the given reaction. The product is: [CH3:17][O:18][C:19]1[C:20]([NH:33][C:34]2[N:39]=[C:38]([C:40]3[CH:41]=[N:42][N:43]4[CH:48]=[CH:47][CH:46]=[CH:45][C:44]=34)[CH:37]=[CH:36][N:35]=2)=[CH:21][C:22]([NH:32][C:1](=[O:4])[CH:2]=[CH2:3])=[C:23]([N:25]2[CH2:30][CH2:29][N:28]([CH3:31])[CH2:27][CH2:26]2)[CH:24]=1. Given the reactants [C:1](OC1C(F)=C(F)C(F)=C(F)C=1F)(=[O:4])[CH:2]=[CH2:3].[CH3:17][O:18][C:19]1[CH:24]=[C:23]([N:25]2[CH2:30][CH2:29][N:28]([CH3:31])[CH2:27][CH2:26]2)[C:22]([NH2:32])=[CH:21][C:20]=1[NH:33][C:34]1[N:39]=[C:38]([C:40]2[CH:41]=[N:42][N:43]3[CH:48]=[CH:47][CH:46]=[CH:45][C:44]=23)[CH:37]=[CH:36][N:35]=1, predict the reaction product.